This data is from Reaction yield outcomes from USPTO patents with 853,638 reactions. The task is: Predict the reaction yield, written as a fraction of the theoretical maximum amount of product (1.0 means a 100% yield; for example, 0.34 means a 34% yield). (1) The catalyst is C(O)CCC. The reactants are [CH2:1]([O:8][C:9](=[O:22])[NH:10][C:11]1[CH:16]=[CH:15][CH:14]=[C:13]([C:17]2O[CH:19]=[N:20][N:21]=2)[CH:12]=1)[C:2]1[CH:7]=[CH:6][CH:5]=[CH:4][CH:3]=1.[CH:23]1([NH2:26])[CH2:25][CH2:24]1.FC(F)(F)C(O)=O. The product is [CH2:1]([O:8][C:9](=[O:22])[NH:10][C:11]1[CH:16]=[CH:15][CH:14]=[C:13]([C:17]2[N:26]([CH:23]3[CH2:25][CH2:24]3)[CH:19]=[N:20][N:21]=2)[CH:12]=1)[C:2]1[CH:7]=[CH:6][CH:5]=[CH:4][CH:3]=1. The yield is 0.310. (2) The reactants are [C:1]([O:5][C:6](=[O:33])[NH:7][C@H:8]([C:12]1[CH:17]=[CH:16][N:15]=[C:14]([C:18]2[N:22]([CH:23]([F:25])[F:24])[N:21]=[CH:20][C:19]=2[NH:26][C:27](=[O:32])[C@H:28]([CH3:31])[CH:29]=C)[CH:13]=1)[CH2:9][CH:10]=C)([CH3:4])([CH3:3])[CH3:2]. The catalyst is ClCCCl.Cl[Ru](=C1N(C2C(C)=CC(C)=CC=2C)CCN1C1C(C)=CC(C)=CC=1C)(Cl)(=CC1C=CC=CC=1)[P](C1CCCCC1)(C1CCCCC1)C1CCCCC1. The product is [F:24][CH:23]([F:25])[N:22]1[N:21]=[CH:20][C:19]2[NH:26][C:27](=[O:32])[C@H:28]([CH3:29])[CH:31]=[CH:10][CH2:9][C@H:8]([NH:7][C:6](=[O:33])[O:5][C:1]([CH3:4])([CH3:3])[CH3:2])[C:12]3[CH:13]=[C:14]([N:15]=[CH:16][CH:17]=3)[C:18]1=2. The yield is 0.247. (3) The reactants are [Br:1][C:2]1[CH:3]=[C:4]([C:8]([OH:10])=O)[N:5]([CH3:7])[CH:6]=1.[NH2:11][CH:12]([CH2:22][C:23]1[CH:28]=[CH:27][CH:26]=[CH:25][CH:24]=1)[CH2:13][NH:14][C:15](=[O:21])[O:16][C:17]([CH3:20])([CH3:19])[CH3:18].C1CN([P+](Br)(N2CCCC2)N2CCCC2)CC1.F[P-](F)(F)(F)(F)F.CCN(C(C)C)C(C)C. The catalyst is C(Cl)(Cl)Cl. The product is [Br:1][C:2]1[CH:3]=[C:4]([C:8]([NH:11][CH:12]([CH2:22][C:23]2[CH:24]=[CH:25][CH:26]=[CH:27][CH:28]=2)[CH2:13][NH:14][C:15](=[O:21])[O:16][C:17]([CH3:20])([CH3:18])[CH3:19])=[O:10])[N:5]([CH3:7])[CH:6]=1. The yield is 0.260. (4) The reactants are [F:1][C:2]([F:17])([F:16])[C:3]1[CH:4]=[C:5]([CH:9]=[C:10]([C:12]([F:15])([F:14])[F:13])[CH:11]=1)[C:6]([OH:8])=O.CCN(C(C)C)C(C)C.[NH2:27][CH2:28][C@H:29]1[CH2:34][CH2:33][C@H:32]([NH:35][C:36](=[O:42])[O:37][C:38]([CH3:41])([CH3:40])[CH3:39])[CH2:31][CH2:30]1.CN(C(ON1N=NC2C=CC=NC1=2)=[N+](C)C)C.F[P-](F)(F)(F)(F)F. The catalyst is C(Cl)Cl. The product is [F:16][C:2]([F:1])([F:17])[C:3]1[CH:4]=[C:5]([CH:9]=[C:10]([C:12]([F:15])([F:14])[F:13])[CH:11]=1)[C:6]([NH:27][CH2:28][C@H:29]1[CH2:30][CH2:31][C@H:32]([NH:35][C:36](=[O:42])[O:37][C:38]([CH3:40])([CH3:39])[CH3:41])[CH2:33][CH2:34]1)=[O:8]. The yield is 0.570. (5) The reactants are [Cl:1][C:2]1[CH:3]=[C:4]2[C:9](=[CH:10][C:11]=1[O:12][C:13]1[CH:21]=[CH:20][C:16]([C:17]([OH:19])=O)=[CH:15][CH:14]=1)[O:8][CH2:7][CH2:6][CH:5]2[C:22]([O:24][CH2:25][CH3:26])=[O:23].C(N(CC)CC)C.Cl.[CH3:35][C:36]1([CH3:43])[CH2:41][CH2:40][CH:39]([NH2:42])[CH2:38][CH2:37]1.Cl.C(N=C=NCCCN(C)C)C. The yield is 0.472. The product is [Cl:1][C:2]1[CH:3]=[C:4]2[C:9](=[CH:10][C:11]=1[O:12][C:13]1[CH:14]=[CH:15][C:16]([C:17](=[O:19])[NH:42][CH:39]3[CH2:40][CH2:41][C:36]([CH3:43])([CH3:35])[CH2:37][CH2:38]3)=[CH:20][CH:21]=1)[O:8][CH2:7][CH2:6][CH:5]2[C:22]([O:24][CH2:25][CH3:26])=[O:23]. The catalyst is CN(C)C1C=CN=CC=1.CN(C=O)C.CCOC(C)=O. (6) The reactants are Cl[C:2]1[C:3]([C:26]2[CH:27]=[N:28][N:29]3[CH:34]=[CH:33][CH:32]=[CH:31][C:30]=23)=[N:4][C:5]([NH:8][C:9]2[C:14]([O:15][CH3:16])=[CH:13][C:12]([N:17]3[CH2:21][CH2:20][C@@H:19]([N:22]([CH3:24])[CH3:23])[CH2:18]3)=[C:11]([NH2:25])[CH:10]=2)=[N:6][CH:7]=1.C1(P(C2CCCCC2)C2C=CC=CC=2C2C(C(C)C)=CC(C(C)C)=CC=2C(C)C)CCCCC1.C[C:70]([N:72](C)C)=O. The catalyst is [C-]#N.[Zn+2].[C-]#N.[Zn].C1C=CC(/C=C/C(/C=C/C2C=CC=CC=2)=O)=CC=1.C1C=CC(/C=C/C(/C=C/C2C=CC=CC=2)=O)=CC=1.C1C=CC(/C=C/C(/C=C/C2C=CC=CC=2)=O)=CC=1.[Pd].[Pd]. The product is [NH2:25][C:11]1[C:12]([N:17]2[CH2:21][CH2:20][C@@H:19]([N:22]([CH3:24])[CH3:23])[CH2:18]2)=[CH:13][C:14]([O:15][CH3:16])=[C:9]([NH:8][C:5]2[N:4]=[C:3]([C:26]3[CH:27]=[N:28][N:29]4[CH:34]=[CH:33][CH:32]=[CH:31][C:30]=34)[C:2]([C:70]#[N:72])=[CH:7][N:6]=2)[CH:10]=1. The yield is 0.650. (7) The reactants are [C:1]([CH2:3][C:4]([O:6][CH2:7][CH3:8])=[O:5])#[N:2].[H-].[Na+].Br[CH2:12][C:13]([C:15]1[CH:20]=[CH:19][CH:18]=[CH:17][CH:16]=1)=[O:14]. The catalyst is O1CCCC1. The product is [C:1]([CH:3]([CH2:12][C:13](=[O:14])[C:15]1[CH:20]=[CH:19][CH:18]=[CH:17][CH:16]=1)[C:4]([O:6][CH2:7][CH3:8])=[O:5])#[N:2]. The yield is 0.980.